From a dataset of Reaction yield outcomes from USPTO patents with 853,638 reactions. Predict the reaction yield, written as a fraction of the theoretical maximum amount of product (1.0 means a 100% yield; for example, 0.34 means a 34% yield). The reactants are [CH3:1][O:2][C:3]1C=C(O)[CH:6]=[CH:7][CH:8]=1.[CH2:10]([O:12][C:13](=[O:26])[C:14]([C:24]#[N:25])=[CH:15][C:16]1[CH:21]=[CH:20][CH:19]=[C:18]([O:22][CH3:23])[CH:17]=1)[CH3:11]. No catalyst specified. The product is [C:24]([C:14]1[C:13](=[O:26])[O:12][C:10]2[C:6]([C:15]=1[C:16]1[CH:21]=[CH:20][CH:19]=[C:18]([O:22][CH3:23])[CH:17]=1)=[CH:7][CH:8]=[C:3]([O:2][CH3:1])[CH:11]=2)#[N:25]. The yield is 0.00200.